Dataset: Full USPTO retrosynthesis dataset with 1.9M reactions from patents (1976-2016). Task: Predict the reactants needed to synthesize the given product. (1) Given the product [OH:8][CH2:9][CH:10]1[CH2:14][CH2:13][S:12](=[O:16])(=[O:15])[NH:11]1, predict the reactants needed to synthesize it. The reactants are: C([O:8][CH2:9][CH:10]1[CH2:14][CH2:13][S:12](=[O:16])(=[O:15])[NH:11]1)C1C=CC=CC=1. (2) Given the product [Cl:1][C:2]1[CH:23]=[CH:22][C:5]([C:6]([C:8]2[N:12]([CH3:13])[C:11]([CH2:14][C:15]([OH:17])=[O:16])=[CH:10][C:9]=2[CH2:20][CH3:21])=[O:7])=[CH:4][CH:3]=1, predict the reactants needed to synthesize it. The reactants are: [Cl:1][C:2]1[CH:23]=[CH:22][C:5]([C:6]([C:8]2[N:12]([CH3:13])[C:11]([CH2:14][C:15]([O:17]CC)=[O:16])=[CH:10][C:9]=2[CH2:20][CH3:21])=[O:7])=[CH:4][CH:3]=1.[OH-].[Na+]. (3) Given the product [CH2:58]([O:59][C:11](=[O:38])[CH2:12][N:13]1[N:19]=[C:18]([CH:20]2[CH2:21][CH2:22][CH2:23][CH2:24][CH2:25]2)[C:17]2[CH:26]=[CH:27][CH:28]=[CH:29][C:16]=2[N:15]([CH2:30][C:31](=[O:36])[C:32]([CH3:34])([CH3:33])[CH3:35])[C:14]1=[O:37])[CH3:57], predict the reactants needed to synthesize it. The reactants are: COC(=O)C1C=CC=C(N[C:11](=[O:38])[CH2:12][N:13]2[N:19]=[C:18]([CH:20]3[CH2:25][CH2:24][CH2:23][CH2:22][CH2:21]3)[C:17]3[CH:26]=[CH:27][CH:28]=[CH:29][C:16]=3[N:15]([CH2:30][C:31](=[O:36])[C:32]([CH3:35])([CH3:34])[CH3:33])[C:14]2=[O:37])C=1.C1(C2C3C=CC=CC=3N([CH2:57][C:58](C3(C)CCCCC3)=[O:59])C(=O)N(CC(O)=O)N=2)CCCCC1.C(OC(=O)CSC1C=CC=C(N)C=1)C.C1(C2C3C=CC=CC=3N(CC(=O)C(C)(C)C)C(=O)N(CC(O)=O)N=2)CCCCC1.COC(=O)C1C=CC=C(N)C=1. (4) Given the product [BrH:29].[F:1][C:2]1[CH:7]=[CH:6][C:5]([C:8]2[CH:9]=[C:10]([CH2:14][NH:15][CH2:16][CH:17]3[CH2:26][CH2:25][C:24]4[C:19](=[CH:20][C:21]([OH:27])=[CH:22][CH:23]=4)[O:18]3)[CH:11]=[N:12][CH:13]=2)=[CH:4][CH:3]=1, predict the reactants needed to synthesize it. The reactants are: [F:1][C:2]1[CH:7]=[CH:6][C:5]([C:8]2[CH:9]=[C:10]([CH2:14][NH:15][CH2:16][CH:17]3[CH2:26][CH2:25][C:24]4[C:19](=[CH:20][C:21]([O:27]C)=[CH:22][CH:23]=4)[O:18]3)[CH:11]=[N:12][CH:13]=2)=[CH:4][CH:3]=1.[BrH:29]. (5) Given the product [C:21]([O:20][C:18]([NH:1][C:2]1[CH:7]=[CH:6][C:5]([C:8]2[CH:17]=[CH:16][C:11]([C:12]([O:14][CH3:15])=[O:13])=[CH:10][CH:9]=2)=[CH:4][N:3]=1)=[O:19])([CH3:24])([CH3:23])[CH3:22], predict the reactants needed to synthesize it. The reactants are: [NH2:1][C:2]1[CH:7]=[CH:6][C:5]([C:8]2[CH:17]=[CH:16][C:11]([C:12]([O:14][CH3:15])=[O:13])=[CH:10][CH:9]=2)=[CH:4][N:3]=1.[C:18](O[C:18]([O:20][C:21]([CH3:24])([CH3:23])[CH3:22])=[O:19])([O:20][C:21]([CH3:24])([CH3:23])[CH3:22])=[O:19]. (6) Given the product [Cl:1][C:2]1[CH:3]=[C:4]([C:9]2[CH:10]=[C:11]([C:13]3[CH:14]=[N:15][C:16]4[C:21]([CH:22]=3)=[CH:20][CH:19]=[CH:18][CH:17]=4)[N:24]([C@H:26]([C:28]3[CH:38]=[CH:37][C:31]([C:32]([O:34][CH2:35][CH3:36])=[O:33])=[CH:30][CH:29]=3)[CH3:27])[N:25]=2)[CH:5]=[C:6]([Cl:8])[CH:7]=1, predict the reactants needed to synthesize it. The reactants are: [Cl:1][C:2]1[CH:3]=[C:4]([C:9]#[C:10][C:11]([C:13]2[CH:14]=[N:15][C:16]3[C:21]([CH:22]=2)=[CH:20][CH:19]=[CH:18][CH:17]=3)=O)[CH:5]=[C:6]([Cl:8])[CH:7]=1.Cl.[NH:24]([C@H:26]([C:28]1[CH:38]=[CH:37][C:31]([C:32]([O:34][CH2:35][CH3:36])=[O:33])=[CH:30][CH:29]=1)[CH3:27])[NH2:25].C(N(CC)CC)C. (7) Given the product [CH:23]1([C@@H:16]([C:12]2[CH:13]=[CH:14][CH:15]=[C:10]([O:9][CH2:8][C:6]3[CH:5]=[N:4][C:3]([C:26]4[CH:31]=[C:30]([O:32][CH3:33])[CH:29]=[CH:28][C:27]=4[F:34])=[C:2]([N:35]4[CH2:40][CH2:39][CH2:38][CH2:37][CH2:36]4)[N:7]=3)[CH:11]=2)[CH2:17][C:18]([O:20][CH2:21][CH3:22])=[O:19])[CH2:25][CH2:24]1, predict the reactants needed to synthesize it. The reactants are: Cl[C:2]1[N:7]=[C:6]([CH2:8][O:9][C:10]2[CH:11]=[C:12]([C@H:16]([CH:23]3[CH2:25][CH2:24]3)[CH2:17][C:18]([O:20][CH2:21][CH3:22])=[O:19])[CH:13]=[CH:14][CH:15]=2)[CH:5]=[N:4][C:3]=1[C:26]1[CH:31]=[C:30]([O:32][CH3:33])[CH:29]=[CH:28][C:27]=1[F:34].[NH:35]1[CH2:40][CH2:39][CH2:38][CH2:37][CH2:36]1.[NH4+].[Cl-]. (8) Given the product [CH3:11][N:8]1[C:7]([CH2:12][N:13]2[CH2:14][CH2:15][N:16]([S:19]([CH3:22])(=[O:21])=[O:20])[CH2:17][CH2:18]2)=[N:6][C:5]2[C:9]1=[N:10][C:2]([C:31]1[CH:30]=[N:29][CH:34]=[CH:33][CH:32]=1)=[N:3][C:4]=2[N:23]1[CH2:24][CH2:25][O:26][CH2:27][CH2:28]1, predict the reactants needed to synthesize it. The reactants are: Cl[C:2]1[N:10]=[C:9]2[C:5]([N:6]=[C:7]([CH2:12][N:13]3[CH2:18][CH2:17][N:16]([S:19]([CH3:22])(=[O:21])=[O:20])[CH2:15][CH2:14]3)[N:8]2[CH3:11])=[C:4]([N:23]2[CH2:28][CH2:27][O:26][CH2:25][CH2:24]2)[N:3]=1.[N:29]1[CH:34]=[CH:33][CH:32]=[C:31](B(O)O)[CH:30]=1.